From a dataset of Reaction yield outcomes from USPTO patents with 853,638 reactions. Predict the reaction yield, written as a fraction of the theoretical maximum amount of product (1.0 means a 100% yield; for example, 0.34 means a 34% yield). (1) The reactants are [C:1]([C:4]1([C:7]([OH:9])=O)[CH2:6][CH2:5]1)(=[O:3])[NH2:2].[NH2:10][C:11]([CH:38]1[CH2:40][CH2:39]1)([CH:35]1[CH2:37][CH2:36]1)[C:12]1[S:13][C:14]([C:17]2[CH:18]=[C:19]([NH:24][C:25]3[N:30]=[C:29]([C:31]([F:34])([F:33])[F:32])[CH:28]=[CH:27][N:26]=3)[CH:20]=[C:21]([CH3:23])[CH:22]=2)=[CH:15][N:16]=1.F[P-](F)(F)(F)(F)F.N1(O[P+](N(C)C)(N(C)C)N(C)C)C2C=CC=CC=2N=N1.CCN(C(C)C)C(C)C. The catalyst is C(OCC)(=O)C.CN(C=O)C. The product is [CH:38]1([C:11]([CH:35]2[CH2:36][CH2:37]2)([C:12]2[S:13][C:14]([C:17]3[CH:18]=[C:19]([NH:24][C:25]4[N:30]=[C:29]([C:31]([F:32])([F:33])[F:34])[CH:28]=[CH:27][N:26]=4)[CH:20]=[C:21]([CH3:23])[CH:22]=3)=[CH:15][N:16]=2)[NH:10][C:7]([C:4]2([C:1]([NH2:2])=[O:3])[CH2:6][CH2:5]2)=[O:9])[CH2:39][CH2:40]1. The yield is 0.970. (2) The reactants are [OH:1][C:2]1[N:6]([C:7]2[CH:12]=[CH:11][C:10]([C:13]([F:16])([F:15])[F:14])=[CH:9][N:8]=2)[N:5]=[C:4]([CH3:17])[C:3]=1[C:18](=[N:20][NH:21][C:22]([C:24]1[CH:33]=[CH:32][C:27]([C:28]([O:30]C)=[O:29])=[CH:26][CH:25]=1)=[O:23])[CH3:19].[OH-].[Na+].Cl. The catalyst is CO. The product is [CH3:17][C:4]1[C:3](=[C:18]([NH:20][NH:21][C:22]([C:24]2[CH:25]=[CH:26][C:27]([C:28]([OH:30])=[O:29])=[CH:32][CH:33]=2)=[O:23])[CH3:19])[C:2](=[O:1])[N:6]([C:7]2[CH:12]=[CH:11][C:10]([C:13]([F:16])([F:15])[F:14])=[CH:9][N:8]=2)[N:5]=1. The yield is 0.620. (3) The reactants are O[CH:2]=[C:3]1[C:11]2[C:6](=[CH:7][C:8]([C:12]([C:14]3[CH:15]=[C:16]([NH:20][C:21]([C:23]4[S:24][CH:25]=[CH:26][C:27]=4[CH3:28])=[O:22])[CH:17]=[CH:18][CH:19]=3)=[O:13])=[CH:9][CH:10]=2)[NH:5][C:4]1=[O:29].C1COCC1.[N:35]1([CH2:40][C:41]2[CH:46]=[CH:45][C:44]([NH2:47])=[CH:43][CH:42]=2)[CH2:39][CH2:38][CH2:37][CH2:36]1. The catalyst is CCOC(C)=O.CCCCCC. The product is [O:29]=[C:4]1[C:3](=[CH:2][NH:47][C:44]2[CH:43]=[CH:42][C:41]([CH2:40][N:35]3[CH2:39][CH2:38][CH2:37][CH2:36]3)=[CH:46][CH:45]=2)[C:11]2[C:6](=[CH:7][C:8]([C:12]([C:14]3[CH:15]=[C:16]([NH:20][C:21]([C:23]4[S:24][CH:25]=[CH:26][C:27]=4[CH3:28])=[O:22])[CH:17]=[CH:18][CH:19]=3)=[O:13])=[CH:9][CH:10]=2)[NH:5]1. The yield is 0.520. (4) The product is [CH2:22]1[C:23]2[C:28](=[CH:27][CH:26]=[CH:25][CH:24]=2)[CH2:20][CH:21]1[CH2:29][C:30]([NH:32][CH2:3][C@@H:2]([OH:1])[CH2:4][O:5][C@@H:6]([C:8]1[CH:13]=[CH:12][CH:11]=[CH:10][C:9]=1/[CH:14]=[CH:15]/[C:16]([O:18][CH3:19])=[O:17])[CH3:7])([CH3:31])[CH3:33]. The yield is 0.370. The catalyst is C1(C)C=CC=CC=1. The reactants are [O:1]1[CH2:3][C@@H:2]1[CH2:4][O:5][C@@H:6]([C:8]1[CH:13]=[CH:12][CH:11]=[CH:10][C:9]=1/[CH:14]=[CH:15]/[C:16]([O:18][CH3:19])=[O:17])[CH3:7].[CH2:20]1[C:28]2[C:23](=[CH:24][CH:25]=[CH:26][CH:27]=2)[CH2:22][CH:21]1[CH2:29][C:30]([CH3:33])([NH2:32])[CH3:31].Cl([O-])(=O)(=O)=O.[Li+].O. (5) The reactants are [CH2:1]([O:3][CH:4]([O:39][CH2:40][CH3:41])[C:5]1[CH:6]=[C:7]([CH:11]2[CH:20]([C:21]3[CH:26]=[CH:25][CH:24]=[C:23]([CH:27]([O:31][CH2:32][CH3:33])[O:28][CH2:29][CH3:30])[CH:22]=3)[C:19](=O)[C:18]3[C:17]([C:35](OC)=[O:36])=[CH:16][CH:15]=[CH:14][C:13]=3[NH:12]2)[CH:8]=[CH:9][CH:10]=1)[CH3:2].C(OC(OCC)C1C=C(C2C(C3C=CC=C(C(OCC)OCC)C=3)C(=O)C3C(C(OCC)=O)=CC=CC=3N2)C=CC=1)C.O.[NH2:85][NH2:86]. The catalyst is CO. The product is [CH2:40]([O:39][CH:4]([O:3][CH2:1][CH3:2])[C:5]1[CH:6]=[C:7]([CH:11]2[NH:12][C:13]3[C:18]4[C:19](=[N:85][NH:86][C:35](=[O:36])[C:17]=4[CH:16]=[CH:15][CH:14]=3)[CH:20]2[C:21]2[CH:26]=[CH:25][CH:24]=[C:23]([CH:27]([O:28][CH2:29][CH3:30])[O:31][CH2:32][CH3:33])[CH:22]=2)[CH:8]=[CH:9][CH:10]=1)[CH3:41]. The yield is 0.770.